From a dataset of Forward reaction prediction with 1.9M reactions from USPTO patents (1976-2016). Predict the product of the given reaction. (1) Given the reactants [F:1][C:2]1[CH:3]=[C:4]([OH:11])[CH:5]=[CH:6][C:7]=1[N+:8]([O-:10])=[O:9].Br[CH2:13][C:14]#[N:15], predict the reaction product. The product is: [F:1][C:2]1[CH:3]=[C:4]([CH:5]=[CH:6][C:7]=1[N+:8]([O-:10])=[O:9])[O:11][CH2:13][C:14]#[N:15]. (2) Given the reactants [F:1][C:2]([F:26])([F:25])[O:3][C:4]1[CH:9]=[CH:8][C:7]([N:10]2[C:18]3[CH:17]=[CH:16][C:15]4[CH:19]=[C:20]([CH:23]=O)[CH:21]=[CH:22][C:14]=4[C:13]=3[CH:12]=[N:11]2)=[CH:6][CH:5]=1.[CH3:27][C:28]1[CH:33]=[CH:32][CH:31]=[C:30]([CH3:34])[C:29]=1[NH:35][C:36]([NH:38][NH2:39])=[S:37].C(O)(=O)C, predict the reaction product. The product is: [CH3:34][C:30]1[CH:31]=[CH:32][CH:33]=[C:28]([CH3:27])[C:29]=1[NH:35][C:36]([NH:38]/[N:39]=[CH:23]/[C:20]1[CH:21]=[CH:22][C:14]2[C:13]3[CH:12]=[N:11][N:10]([C:7]4[CH:8]=[CH:9][C:4]([O:3][C:2]([F:1])([F:26])[F:25])=[CH:5][CH:6]=4)[C:18]=3[CH:17]=[CH:16][C:15]=2[CH:19]=1)=[S:37].